This data is from Reaction yield outcomes from USPTO patents with 853,638 reactions. The task is: Predict the reaction yield, written as a fraction of the theoretical maximum amount of product (1.0 means a 100% yield; for example, 0.34 means a 34% yield). The reactants are [O:1]=[C:2]1[CH2:7][CH2:6][CH:5]([N:8]2[C:13](=[O:14])[C:12]([CH2:15][C:16]3[CH:21]=[CH:20][C:19]([C:22]4[CH:27]=[CH:26][CH:25]=[CH:24][C:23]=4[C:28]4[NH:32][C:31](=[O:33])[O:30][N:29]=4)=[CH:18][CH:17]=3)=[C:11]([CH2:34][CH2:35][CH3:36])[N:10]3[N:37]=[CH:38][N:39]=[C:9]23)[CH2:4][CH2:3]1.[CH2:40]=[C:41]([CH2:44]O)[CH2:42][OH:43].CC1C=CC(S(O)(=O)=O)=CC=1. The catalyst is C1(C)C=CC=CC=1. The product is [CH2:40]=[C:41]1[CH2:42][O:43][C:2]2([CH2:7][CH2:6][CH:5]([N:8]3[C:13](=[O:14])[C:12]([CH2:15][C:16]4[CH:17]=[CH:18][C:19]([C:22]5[CH:27]=[CH:26][CH:25]=[CH:24][C:23]=5[C:28]5[NH:32][C:31](=[O:33])[O:30][N:29]=5)=[CH:20][CH:21]=4)=[C:11]([CH2:34][CH2:35][CH3:36])[N:10]4[N:37]=[CH:38][N:39]=[C:9]34)[CH2:4][CH2:3]2)[O:1][CH2:44]1. The yield is 0.190.